This data is from Full USPTO retrosynthesis dataset with 1.9M reactions from patents (1976-2016). The task is: Predict the reactants needed to synthesize the given product. (1) Given the product [C:8]1([C:2]2[N:7]=[CH:6][CH:5]=[CH:4][N:3]=2)[CH:13]=[CH:12][CH:11]=[CH:10][CH:9]=1, predict the reactants needed to synthesize it. The reactants are: Cl[C:2]1[N:7]=[CH:6][CH:5]=[CH:4][N:3]=1.[C:8]1(B(O)O)[CH:13]=[CH:12][CH:11]=[CH:10][CH:9]=1.C([O-])([O-])=O.[Na+].[Na+].C1C=CC(P(C2C=CC=CC=2)CCCCP(C2C=CC=CC=2)C2C=CC=CC=2)=CC=1. (2) The reactants are: Cl.[Si]([O:9][C:10]([CH3:34])([CH3:33])[CH2:11][CH2:12][N:13]1[C:17](=[O:18])[CH2:16][C:15]2([CH2:23][CH2:22][C:21]([N:30]([CH3:32])[CH3:31])([C:24]3[CH:29]=[CH:28][CH:27]=[CH:26][CH:25]=3)[CH2:20][CH2:19]2)[CH2:14]1)(C(C)(C)C)(C)C.C(=O)([O-])[O-].[K+].[K+]. Given the product [CH3:32][N:30]([CH3:31])[C:21]1([C:24]2[CH:29]=[CH:28][CH:27]=[CH:26][CH:25]=2)[CH2:22][CH2:23][C:15]2([CH2:14][N:13]([CH2:12][CH2:11][C:10]([OH:9])([CH3:34])[CH3:33])[C:17](=[O:18])[CH2:16]2)[CH2:19][CH2:20]1, predict the reactants needed to synthesize it. (3) Given the product [C:16]1([CH:8]([NH:7][C:1]2[CH:6]=[CH:5][CH:4]=[CH:3][CH:2]=2)[CH2:9][C:10]2[CH:11]=[CH:12][CH:13]=[CH:14][CH:15]=2)[CH:17]=[CH:18][CH:19]=[CH:20][CH:21]=1, predict the reactants needed to synthesize it. The reactants are: [C:1]1([N:7]2[C@H:9]([C:10]3[CH:15]=[CH:14][CH:13]=[CH:12][CH:11]=3)[C@@H:8]2[C:16]2[CH:21]=[CH:20][CH:19]=[CH:18][CH:17]=2)[CH:6]=[CH:5][CH:4]=[CH:3][CH:2]=1.N#N.